This data is from Forward reaction prediction with 1.9M reactions from USPTO patents (1976-2016). The task is: Predict the product of the given reaction. (1) Given the reactants Br[C:2]1[CH:3]=[C:4]([C:7]([O:9][CH3:10])=[O:8])[NH:5][CH:6]=1.N1C=CC=[CH:13][CH:12]=1.C(B1OB(C=C)OB(C=C)O1)=C.C(=O)([O-])[O-].[K+].[K+], predict the reaction product. The product is: [CH:12]([C:2]1[CH:3]=[C:4]([C:7]([O:9][CH3:10])=[O:8])[NH:5][CH:6]=1)=[CH2:13]. (2) The product is: [CH3:1][O:2][C:3]1[CH:10]=[CH:9][CH:8]=[CH:7][C:4]=1[CH2:5][NH:6][C:29](=[O:30])[C:28]([NH:26][CH2:25][CH2:24][C:19]1[CH:20]=[CH:21][CH:22]=[CH:23][N:18]=1)=[O:27]. Given the reactants [CH3:1][O:2][C:3]1[CH:10]=[CH:9][CH:8]=[CH:7][C:4]=1[CH2:5][NH2:6].C(N(CC)CC)C.[N:18]1[CH:23]=[CH:22][CH:21]=[CH:20][C:19]=1[CH2:24][CH2:25][NH2:26].[O:27]1CC[O:30][CH2:29][CH2:28]1, predict the reaction product. (3) Given the reactants [C:1]([NH:4][C:5]1[N:9]([CH:10]2[CH2:15][CH2:14][CH2:13][N:12]([C:16]([O:18][CH2:19][C:20]3[CH:25]=[CH:24][CH:23]=[CH:22][CH:21]=3)=[O:17])[CH2:11]2)[N:8]=[C:7]([C:26]2[CH:31]=[CH:30][C:29](I)=[CH:28][CH:27]=2)[C:6]=1[C:33]#[N:34])(=[O:3])[CH3:2].C1(P(C2CCCCC2)C2C=CC=CC=2C2C(OC)=CC=CC=2OC)CCCCC1.[Cl-].[Li+].[Cl-].[Cl:67][C:68]1[CH:75]=[CH:74][C:71]([CH2:72][Zn+])=[CH:70][CH:69]=1, predict the reaction product. The product is: [C:1]([NH:4][C:5]1[N:9]([CH:10]2[CH2:15][CH2:14][CH2:13][N:12]([C:16]([O:18][CH2:19][C:20]3[CH:25]=[CH:24][CH:23]=[CH:22][CH:21]=3)=[O:17])[CH2:11]2)[N:8]=[C:7]([C:26]2[CH:31]=[CH:30][C:29]([CH2:72][C:71]3[CH:74]=[CH:75][C:68]([Cl:67])=[CH:69][CH:70]=3)=[CH:28][CH:27]=2)[C:6]=1[C:33]#[N:34])(=[O:3])[CH3:2]. (4) Given the reactants [NH2:1][C:2]1[CH:3]=[C:4]2[C:8](=[CH:9][CH:10]=1)[NH:7][CH:6]=[CH:5]2.[CH:11](OCC)(OCC)OCC.[N-:21]=[N+:22]=[N-:23].[Na+].O, predict the reaction product. The product is: [N:1]1([C:2]2[CH:3]=[C:4]3[C:8](=[CH:9][CH:10]=2)[NH:7][CH:6]=[CH:5]3)[CH:11]=[N:23][N:22]=[N:21]1. (5) Given the reactants [Br:1][C:2]1[CH:7]=[CH:6][CH:5]=[CH:4][C:3]=1[N:8]1[CH2:17][C:16]2[C:11](=[N:12][C:13]([NH:18][C:19]3[CH:30]=[CH:29][C:22]4[N:23]([CH3:28])[C:24](=[O:27])[CH2:25]S[C:21]=4[CH:20]=3)=[N:14][CH:15]=2)[N:10]([CH3:31])[C:9]1=[O:32].OO[S:35]([O-:37])=O.[K+].[CH3:39]O, predict the reaction product. The product is: [Br:1][C:2]1[CH:7]=[CH:6][CH:5]=[CH:4][C:3]=1[N:8]1[CH2:17][C:16]2[C:11](=[N:12][C:13]([NH:18][C:19]3[CH:30]=[CH:29][C:22]4[N:23]([CH3:28])[C:24]([O:25][CH3:39])=[CH:27][S:35](=[O:37])[C:21]=4[CH:20]=3)=[N:14][CH:15]=2)[N:10]([CH3:31])[C:9]1=[O:32]. (6) Given the reactants Br[CH2:2][CH2:3][CH2:4][NH:5][C:6]1[C:7](=[O:23])[N:8]([C:19]([CH3:22])([CH3:21])[CH3:20])[S:9](=[O:18])(=[O:17])[C:10]=1[C:11]1[CH:16]=[CH:15][CH:14]=[CH:13][CH:12]=1.[OH:24][C:25]1[CH:26]=[N:27][CH:28]=[CH:29][CH:30]=1.C([O-])([O-])=O.[K+].[K+], predict the reaction product. The product is: [C:19]([N:8]1[C:7](=[O:23])[C:6]([NH:5][CH2:4][CH2:3][CH2:2][O:24][C:25]2[CH:26]=[N:27][CH:28]=[CH:29][CH:30]=2)=[C:10]([C:11]2[CH:16]=[CH:15][CH:14]=[CH:13][CH:12]=2)[S:9]1(=[O:18])=[O:17])([CH3:22])([CH3:21])[CH3:20]. (7) The product is: [Cl:2][C:3]1[CH:4]=[C:5]2[C:9](=[CH:10][CH:11]=1)[NH:8][CH:7]=[C:6]2[CH2:12][CH2:13][NH:14][C:62]([CH:59]1[CH2:60][CH2:61][N:57]([C:54]2[CH:55]=[CH:56][C:51]([CH:48]([CH3:49])[CH3:50])=[CH:52][CH:53]=2)[C:58]1=[O:65])=[O:63]. Given the reactants Cl.[Cl:2][C:3]1[CH:4]=[C:5]2[C:9](=[CH:10][CH:11]=1)[NH:8][CH:7]=[C:6]2[CH2:12][CH2:13][NH2:14].C1CN([P+](ON2N=NC3C=CC=CC2=3)(N2CCCC2)N2CCCC2)CC1.F[P-](F)(F)(F)(F)F.[CH:48]([C:51]1[CH:56]=[CH:55][C:54]([N:57]2[CH2:61][CH2:60][CH:59]([C:62](O)=[O:63])[C:58]2=[O:65])=[CH:53][CH:52]=1)([CH3:50])[CH3:49], predict the reaction product. (8) Given the reactants [NH2:1][C:2]1[CH:3]=[C:4]([C:8]2[S:12][C:11]([C:13]3[CH:14]=[C:15]4[C:19](=[CH:20][CH:21]=3)[C:18](=[O:22])[N:17]([CH3:23])[CH2:16]4)=[CH:10][CH:9]=2)[CH:5]=[N:6][CH:7]=1.[F:24][C:25]([F:37])([F:36])[C:26]1[CH:31]=[CH:30][C:29]([S:32](Cl)(=[O:34])=[O:33])=[CH:28][CH:27]=1, predict the reaction product. The product is: [CH3:23][N:17]1[CH2:16][C:15]2[C:19](=[CH:20][CH:21]=[C:13]([C:11]3[S:12][C:8]([C:4]4[CH:3]=[C:2]([NH:1][S:32]([C:29]5[CH:28]=[CH:27][C:26]([C:25]([F:24])([F:36])[F:37])=[CH:31][CH:30]=5)(=[O:34])=[O:33])[CH:7]=[N:6][CH:5]=4)=[CH:9][CH:10]=3)[CH:14]=2)[C:18]1=[O:22]. (9) Given the reactants [CH3:1][NH:2][C:3]1[CH:4]=[C:5]2[C:18](=[CH:19][CH:20]=1)[CH2:17][C:7]1([C:15]3[C:10](=[N:11][CH:12]=[CH:13][CH:14]=3)[NH:9][C:8]1=[O:16])[CH2:6]2.[O:21]=[C:22]1[N:26]2[CH2:27][C:28](=[O:34])[NH:29][C:30]3[CH:31]=[CH:32][CH:33]=[C:24]([C:25]=32)[N:23]1[CH2:35][C:36]([OH:38])=O.C1CN([P+](ON2N=NC3C=CC=CC2=3)(N2CCCC2)N2CCCC2)CC1.F[P-](F)(F)(F)(F)F.C(N(CC)C(C)C)(C)C, predict the reaction product. The product is: [O:21]=[C:22]1[N:26]2[CH2:27][C:28](=[O:34])[NH:29][C:30]3[CH:31]=[CH:32][CH:33]=[C:24]([C:25]=32)[N:23]1[CH2:35][C:36]([N:2]([CH3:1])[C:3]1[CH:4]=[C:5]2[C:18](=[CH:19][CH:20]=1)[CH2:17][C:7]1([C:15]3[C:10](=[N:11][CH:12]=[CH:13][CH:14]=3)[NH:9][C:8]1=[O:16])[CH2:6]2)=[O:38].